This data is from Forward reaction prediction with 1.9M reactions from USPTO patents (1976-2016). The task is: Predict the product of the given reaction. The product is: [Cl:14][CH2:13][CH2:12][CH2:11][O:1][C:2]1[CH:9]=[CH:8][C:5]([CH:6]=[O:7])=[CH:4][CH:3]=1. Given the reactants [OH:1][C:2]1[CH:9]=[CH:8][C:5]([CH:6]=[O:7])=[CH:4][CH:3]=1.Br[CH2:11][CH2:12][CH2:13][Cl:14].C(=O)([O-])[O-].[K+].[K+], predict the reaction product.